The task is: Predict the product of the given reaction.. This data is from Forward reaction prediction with 1.9M reactions from USPTO patents (1976-2016). (1) The product is: [Br:10][C:6]1[C:5](=[O:7])[O:4][C:3](=[O:8])[C:2]=1[CH3:1]. Given the reactants [CH3:1][C:2]1[C:3](=[O:8])[O:4][C:5](=[O:7])[CH:6]=1.[Al](Br)(Br)[Br:10].BrBr, predict the reaction product. (2) Given the reactants [C:1](Cl)(=[O:3])[CH3:2].[Al+3].[Cl-].[Cl-].[Cl-].[CH3:9][O:10][C:11]1[CH:12]=[CH:13][C:14]([CH3:18])=[C:15]([OH:17])[CH:16]=1, predict the reaction product. The product is: [OH:17][C:15]1[C:14]([CH3:18])=[CH:13][C:12]([C:1](=[O:3])[CH3:2])=[C:11]([O:10][CH3:9])[CH:16]=1. (3) Given the reactants O[CH2:2][C:3]#[C:4][C:5]1[S:9][C:8]([C:10]([O:12][CH3:13])=[O:11])=[CH:7][CH:6]=1.C(Br)(Br)(Br)[Br:15].C1(P(C2C=CC=CC=2)C2C=CC=CC=2)C=CC=CC=1, predict the reaction product. The product is: [Br:15][CH2:2][C:3]#[C:4][C:5]1[S:9][C:8]([C:10]([O:12][CH3:13])=[O:11])=[CH:7][CH:6]=1. (4) Given the reactants [F:1][C:2]1[C:7]2[N:8]=[C:9]([C:11]3[CH:12]=[C:13]([C:21]4[C:22]([N:41]([CH3:46])[S:42]([CH3:45])(=[O:44])=[O:43])=[CH:23][C:24]5[O:28][C:27]([C:29]6[CH:34]=[CH:33][C:32]([F:35])=[CH:31][CH:30]=6)=[C:26]([C:36]([NH:38][CH3:39])=[O:37])[C:25]=5[CH:40]=4)[CH:14]=[C:15](/[C:17](=[N:19]\O)/[CH3:18])[CH:16]=3)[O:10][C:6]=2[CH:5]=[CH:4][CH:3]=1, predict the reaction product. The product is: [NH2:19][CH:17]([C:15]1[CH:14]=[C:13]([C:21]2[C:22]([N:41]([CH3:46])[S:42]([CH3:45])(=[O:43])=[O:44])=[CH:23][C:24]3[O:28][C:27]([C:29]4[CH:30]=[CH:31][C:32]([F:35])=[CH:33][CH:34]=4)=[C:26]([C:36]([NH:38][CH3:39])=[O:37])[C:25]=3[CH:40]=2)[CH:12]=[C:11]([C:9]2[O:10][C:6]3[CH:5]=[CH:4][CH:3]=[C:2]([F:1])[C:7]=3[N:8]=2)[CH:16]=1)[CH3:18]. (5) Given the reactants [Cl:1][CH2:2][CH2:3][CH2:4][CH2:5][N:6]1[C:10]2[C:11](=O)[CH2:12][CH2:13][N:14]([CH3:18])[S:15](=[O:17])(=[O:16])[C:9]=2[CH:8]=[CH:7]1.Cl.[NH2:21][OH:22].C([O-])(=O)C.[Na+], predict the reaction product. The product is: [Cl:1][CH2:2][CH2:3][CH2:4][CH2:5][N:6]1[C:10]2[C:11](=[N:21][OH:22])[CH2:12][CH2:13][N:14]([CH3:18])[S:15](=[O:17])(=[O:16])[C:9]=2[CH:8]=[CH:7]1. (6) Given the reactants [F:1][C:2]1[C:3]([F:16])=[C:4]2[O:9][CH2:8][CH:7]([CH3:10])[NH:6][C:5]2=[C:11]([C:13]([OH:15])=[O:14])[CH:12]=1.Cl.[CH3:18]O, predict the reaction product. The product is: [CH3:18][O:14][C:13]([C:11]1[CH:12]=[C:2]([F:1])[C:3]([F:16])=[C:4]2[O:9][CH2:8][CH:7]([CH3:10])[NH:6][C:5]=12)=[O:15].